From a dataset of Reaction yield outcomes from USPTO patents with 853,638 reactions. Predict the reaction yield, written as a fraction of the theoretical maximum amount of product (1.0 means a 100% yield; for example, 0.34 means a 34% yield). (1) The reactants are [C:1]([N:4]1[CH2:9][CH2:8][N:7]([C:10](=[O:31])[C:11]2[CH:16]=[CH:15][CH:14]=[C:13]([S:17][C:18]3[S:22][C:21]([NH:23][C:24]4[CH:29]=[CH:28][CH:27]=[C:26](Br)[N:25]=4)=[N:20][CH:19]=3)[CH:12]=2)[CH2:6][CH2:5]1)(=[O:3])[CH3:2].[NH:32]1[CH2:37][CH2:36][CH2:35][CH2:34][CH2:33]1. The catalyst is CN(C)C1C=CN=CC=1.N1C=CC=CC=1. The product is [C:1]([N:4]1[CH2:9][CH2:8][N:7]([C:10](=[O:31])[C:11]2[CH:16]=[CH:15][CH:14]=[C:13]([S:17][C:18]3[S:22][C:21]([NH:23][C:24]4[CH:29]=[CH:28][CH:27]=[C:26]([N:32]5[CH2:37][CH2:36][CH2:35][CH2:34][CH2:33]5)[N:25]=4)=[N:20][CH:19]=3)[CH:12]=2)[CH2:6][CH2:5]1)(=[O:3])[CH3:2]. The yield is 0.680. (2) The reactants are C(N(CC)CC)C.C(O)=O.[C:11]([C:13]1[CH:18]=[CH:17][C:16]([CH2:19][CH2:20][C:21]([CH2:34][C:35]2[CH:40]=[CH:39][C:38]([C:41]([O:43][CH3:44])=[O:42])=[CH:37][CH:36]=2)(C(OCC=C)=O)[C:22]([O:24]CC=C)=[O:23])=[CH:15][CH:14]=1)#[N:12].C1(P(C2C=CC=CC=2)C2C=CC=CC=2)C=CC=CC=1. The catalyst is O1CCOCC1.C([O-])(=O)C.[Pd+2].C([O-])(=O)C. The product is [C:22]([CH:21]([CH2:20][CH2:19][C:16]1[CH:15]=[CH:14][C:13]([C:11]#[N:12])=[CH:18][CH:17]=1)[CH2:34][C:35]1[CH:40]=[CH:39][C:38]([C:41]([O:43][CH3:44])=[O:42])=[CH:37][CH:36]=1)([OH:24])=[O:23]. The yield is 0.820.